The task is: Predict which catalyst facilitates the given reaction.. This data is from Catalyst prediction with 721,799 reactions and 888 catalyst types from USPTO. (1) Reactant: [N-:1]=[N+:2]=[N-:3].[N-:4]=[N+:5]=[N-:6].[N-:7]=[N+:8]=[N-:9].O[CH2:11][C:12]([CH2:17]O)([CH2:15][OH:16])[CH2:13]O.[H-].[Na+].[CH2:21](O)[CH2:22][O:23][CH2:24][CH2:25][O:26][CH2:27][CH2:28][O:29][CH2:30][CH2:31][O:32][CH2:33][CH:34]=[CH2:35]. Product: [N:1]([CH2:17][C:12]([CH2:11][N:7]=[N+:8]=[N-:9])([CH2:13][N:4]=[N+:5]=[N-:6])[CH2:15][O:16][CH2:21][CH2:22][O:23][CH2:24][CH2:25][O:26][CH2:27][CH2:28][O:29][CH2:30][CH2:31][O:32][CH2:33][CH:34]=[CH2:35])=[N+:2]=[N-:3]. The catalyst class is: 30. (2) Reactant: [O:1]1[CH2:5][CH2:4][CH2:3][C@H:2]1[C:6]1[O:10][C:9](=[O:11])[C:8]2([CH2:16][CH2:15][CH2:14][CH2:13][CH2:12]2)[N:7]=1.[NH2:17][C@@H:18]([CH:32]([CH3:34])[CH3:33])[C@H:19]([OH:31])[C:20]([NH:22][C@H:23]1[CH2:29][CH2:28][CH2:27][CH2:26][NH:25][C:24]1=[O:30])=[O:21]. Product: [O:30]=[C:24]1[C@@H:23]([NH:22][C:20](=[O:21])[C@@H:19]([OH:31])[C@@H:18]([NH:17][C:9]([C:8]2([NH:7][C:6]([C@@H:2]3[CH2:3][CH2:4][CH2:5][O:1]3)=[O:10])[CH2:16][CH2:15][CH2:14][CH2:13][CH2:12]2)=[O:11])[CH:32]([CH3:34])[CH3:33])[CH2:29][CH2:28][CH2:27][CH2:26][NH:25]1. The catalyst class is: 9.